The task is: Predict the product of the given reaction.. This data is from Forward reaction prediction with 1.9M reactions from USPTO patents (1976-2016). (1) Given the reactants C[N:2](C)/[CH:3]=[CH:4]/[C:5]([C:7]1[CH:12]=[CH:11][N:10]=[C:9]([S:13][CH3:14])[N:8]=1)=O.[C:16]1([NH:22][NH2:23])[CH:21]=[CH:20][CH:19]=[CH:18][CH:17]=1.C(O)(=O)C, predict the reaction product. The product is: [CH3:14][S:13][C:9]1[N:8]=[C:7]([C:5]2[N:22]([C:16]3[CH:21]=[CH:20][CH:19]=[CH:18][CH:17]=3)[N:2]=[CH:3][CH:4]=2)[CH:12]=[CH:11][N:10]=1.[CH3:14][S:13][C:9]1[N:8]=[C:7]([C:5]2[CH:4]=[CH:3][N:22]([C:16]3[CH:21]=[CH:20][CH:19]=[CH:18][CH:17]=3)[N:23]=2)[CH:12]=[CH:11][N:10]=1. (2) Given the reactants Br[C:2]1[CH:10]=[C:9]([Cl:11])[CH:8]=[CH:7][C:3]=1[C:4]([OH:6])=[O:5].C(=O)([O-])[O-].[K+].[K+].[NH2:18][C:19]1[CH:24]=[CH:23][CH:22]=[CH:21][CH:20]=1.Cl, predict the reaction product. The product is: [Cl:11][C:9]1[CH:8]=[CH:7][C:3]([C:4]([OH:6])=[O:5])=[C:2]([NH:18][C:19]2[CH:24]=[CH:23][CH:22]=[CH:21][CH:20]=2)[CH:10]=1. (3) Given the reactants [S:1](=[O:5])(=[O:4])([OH:3])O.[Fe:6].[CH:7]1[CH:8]=[CH:9][C:10]2[C:11](=[C:13]3[N:45]=[C:44]4[N:46]=[C:37]([C:38]5[CH:39]=[CH:40][CH:41]=[CH:42][C:43]=54)[N:36]=[C:34]4[NH:35][C:27]([C:28]5[CH:29]=[CH:30][CH:31]=[CH:32][C:33]=54)=[N:26][C:24]4=[N:25][C:17]([C:18]5[CH:19]=[CH:20][CH:21]=[CH:22][C:23]=54)=[N:16][C:15]=2[NH:14]3)[CH:12]=1, predict the reaction product. The product is: [S:1]([Fe:6]([S:1]([OH:5])(=[O:4])=[O:3])([S:1]([OH:3])(=[O:5])=[O:4])[S:1]([OH:3])(=[O:5])=[O:4])([OH:3])(=[O:5])=[O:4].[CH:8]1[CH:7]=[CH:12][C:11]2[C:10](=[C:15]3[N:16]=[C:17]4[N:25]=[C:24]([C:23]5[CH:22]=[CH:21][CH:20]=[CH:19][C:18]=54)[N:26]=[C:27]4[NH:35][C:34]([C:33]5[CH:32]=[CH:31][CH:30]=[CH:29][C:28]=54)=[N:36][C:37]4=[N:46][C:44]([C:43]5[CH:42]=[CH:41][CH:40]=[CH:39][C:38]=54)=[N:45][C:13]=2[NH:14]3)[CH:9]=1. (4) Given the reactants C(NC(C)C)(C)C.C([Mg]Cl)CCC.[C:14]([O:18][C:19]([NH:21][C@@H:22]([CH2:27][C:28]1[CH:33]=[CH:32][CH:31]=[CH:30][CH:29]=1)[C:23]([O:25]C)=O)=[O:20])([CH3:17])([CH3:16])[CH3:15].[Br:34][CH2:35][Cl:36].Cl, predict the reaction product. The product is: [CH2:27]([C@H:22]([NH:21][C:19](=[O:20])[O:18][C:14]([CH3:15])([CH3:16])[CH3:17])[C:23](=[O:25])[CH:35]([Br:34])[Cl:36])[C:28]1[CH:33]=[CH:32][CH:31]=[CH:30][CH:29]=1. (5) Given the reactants C1(OC(=S)O[CH:10]2[CH:14]([O:15][CH2:16][C:17]3[CH:22]=[CH:21][CH:20]=[CH:19][CH:18]=3)[C:13]([C:25]([C:38]3[CH:43]=[CH:42][CH:41]=[CH:40][CH:39]=3)([C:32]3[CH:37]=[CH:36][CH:35]=[CH:34][CH:33]=3)[O:26][SiH2:27][C:28]([CH3:31])([CH3:30])[CH3:29])([CH:23]=[CH2:24])[O:12][CH:11]2[N:44]2[CH:52]=[N:51][C:50]3[C:45]2=[N:46][CH:47]=[N:48][C:49]=3[NH2:53])C=CC=CC=1.C([SnH](CCCC)CCCC)CCC.CC(N=NC(C#N)(C)C)(C#N)C, predict the reaction product. The product is: [CH2:16]([O:15][CH:14]1[C:13]([C:25]([C:32]2[CH:33]=[CH:34][CH:35]=[CH:36][CH:37]=2)([C:38]2[CH:43]=[CH:42][CH:41]=[CH:40][CH:39]=2)[O:26][SiH2:27][C:28]([CH3:31])([CH3:30])[CH3:29])([CH:23]=[CH2:24])[O:12][CH:11]([N:44]2[CH:52]=[N:51][C:50]3[C:45]2=[N:46][CH:47]=[N:48][C:49]=3[NH2:53])[CH2:10]1)[C:17]1[CH:22]=[CH:21][CH:20]=[CH:19][CH:18]=1.